Dataset: Peptide-MHC class II binding affinity with 134,281 pairs from IEDB. Task: Regression. Given a peptide amino acid sequence and an MHC pseudo amino acid sequence, predict their binding affinity value. This is MHC class II binding data. (1) The peptide sequence is MFISDTPGERNPYEN. The MHC is DRB1_1101 with pseudo-sequence DRB1_1101. The binding affinity (normalized) is 0. (2) The peptide sequence is YCDMMSLNLTIVSVS. The MHC is DRB1_0701 with pseudo-sequence DRB1_0701. The binding affinity (normalized) is 0.233. (3) The peptide sequence is AVFEYTIDCDGSILG. The binding affinity (normalized) is 0. The MHC is HLA-DQA10303-DQB10402 with pseudo-sequence HLA-DQA10303-DQB10402. (4) The peptide sequence is VKEEGKEELQEIPTM. The MHC is HLA-DQA10501-DQB10303 with pseudo-sequence HLA-DQA10501-DQB10303. The binding affinity (normalized) is 0. (5) The peptide sequence is MVGTILEMLGTRLDQ. The MHC is DRB1_0405 with pseudo-sequence DRB1_0405. The binding affinity (normalized) is 0.687.